From a dataset of Full USPTO retrosynthesis dataset with 1.9M reactions from patents (1976-2016). Predict the reactants needed to synthesize the given product. (1) Given the product [CH2:1]([O:8][C:9]1[C:10]([O:21][CH3:22])=[CH:11][C:12]([C:15]2([C:19]#[N:20])[CH2:18][CH2:17][CH2:16]2)=[C:13]([N+:30]([O-:32])=[O:31])[CH:14]=1)[C:2]1[CH:3]=[CH:4][CH:5]=[CH:6][CH:7]=1, predict the reactants needed to synthesize it. The reactants are: [CH2:1]([O:8][C:9]1[CH:14]=[CH:13][C:12]([C:15]2([C:19]#[N:20])[CH2:18][CH2:17][CH2:16]2)=[CH:11][C:10]=1[O:21][CH3:22])[C:2]1[CH:7]=[CH:6][CH:5]=[CH:4][CH:3]=1.C(OC(=O)C)(=O)C.[N+:30]([O-])([OH:32])=[O:31]. (2) Given the product [CH3:3][O:5][C:6](=[O:18])[CH2:7][S:8][C:9]1[N:13]([CH2:34][CH2:33][CH2:32][CH2:31][CH2:30][CH2:29][CH2:28][CH2:27][CH2:26][CH2:25][CH2:24][CH2:23][CH2:22][CH2:21][CH2:20][CH3:19])[C:12]2[CH:14]=[CH:15][CH:16]=[CH:17][C:11]=2[N:10]=1, predict the reactants needed to synthesize it. The reactants are: [H-].[Na+].[CH2:3]([O:5][C:6](=[O:18])[CH2:7][S:8][C:9]1[NH:13][C:12]2[CH:14]=[CH:15][CH:16]=[CH:17][C:11]=2[N:10]=1)C.[CH2:19](Br)[CH2:20][CH2:21][CH2:22][CH2:23][CH2:24][CH2:25][CH2:26][CH2:27][CH2:28][CH2:29][CH2:30][CH2:31][CH2:32][CH2:33][CH3:34]. (3) Given the product [C:20]([CH2:19][CH:18]([N:17]1[C:13]2[CH:12]=[CH:11][NH:10][C:9](=[O:8])[C:14]=2[C:15]([NH:23][C:24]2[CH:29]=[CH:28][C:27]([S:30]([N:33]([CH3:35])[CH3:34])(=[O:32])=[O:31])=[CH:26][CH:25]=2)=[N:16]1)[CH3:22])#[N:21], predict the reactants needed to synthesize it. The reactants are: C([O:8][C:9]1[C:14]2[C:15]([NH:23][C:24]3[CH:29]=[CH:28][C:27]([S:30]([N:33]([CH3:35])[CH3:34])(=[O:32])=[O:31])=[CH:26][CH:25]=3)=[N:16][N:17]([CH:18]([CH3:22])[CH2:19][C:20]#[N:21])[C:13]=2[CH:12]=[CH:11][N:10]=1)C1C=CC=CC=1.C(OCC)(=O)C.[H][H]. (4) Given the product [NH2:7][C:8]1[S:9][C:10]([C:34]2[CH:39]=[CH:38][CH:37]=[CH:36][N:35]=2)=[CH:11][C:12]=1[C:13]([N:15]1[CH2:20][CH2:19][CH:18]([N:21]2[CH2:33][CH2:32][CH2:31][C:23]3([C:27](=[O:28])[N:26]([CH3:29])[C:25](=[O:30])[CH2:24]3)[CH2:22]2)[CH2:17][CH2:16]1)=[O:14], predict the reactants needed to synthesize it. The reactants are: C(OC(=O)[NH:7][C:8]1[S:9][C:10]([C:34]2[CH:39]=[CH:38][CH:37]=[CH:36][N:35]=2)=[CH:11][C:12]=1[C:13]([N:15]1[CH2:20][CH2:19][CH:18]([N:21]2[CH2:33][CH2:32][CH2:31][C:23]3([C:27](=[O:28])[N:26]([CH3:29])[C:25](=[O:30])[CH2:24]3)[CH2:22]2)[CH2:17][CH2:16]1)=[O:14])(C)(C)C.C(=O)([O-])[O-].[K+].[K+]. (5) Given the product [C:13]([O:18][CH:19]([O:21][C:22]([NH:12][CH2:11][C:4]1([CH2:7][C:8]([OH:10])=[O:9])[CH2:3][CH2:2][CH2:1][CH2:6][CH2:5]1)=[O:23])[CH3:20])(=[O:17])[CH:14]([CH3:16])[CH3:15], predict the reactants needed to synthesize it. The reactants are: [CH2:1]1[CH2:6][CH2:5][C:4]([CH2:11][NH2:12])([CH2:7][C:8]([OH:10])=[O:9])[CH2:3][CH2:2]1.[C:13]([O:18][CH:19]([O:21][C:22](OC1CC(=O)NC1=O)=[O:23])[CH3:20])(=[O:17])[CH:14]([CH3:16])[CH3:15]. (6) Given the product [Cl:1][C:2]1[N:3]=[C:4]([Cl:9])[CH:5]=[C:6]([C:13]2[CH:14]=[CH:15][C:16]([F:17])=[C:11]([Cl:10])[CH:12]=2)[N:7]=1, predict the reactants needed to synthesize it. The reactants are: [Cl:1][C:2]1[N:7]=[C:6](Cl)[CH:5]=[C:4]([Cl:9])[N:3]=1.[Cl:10][C:11]1[CH:12]=[C:13](B(O)O)[CH:14]=[CH:15][C:16]=1[F:17].C(=O)([O-])[O-].[Na+].[Na+].C1C=CC(P(C2C=CC=CC=2)C2C=CC=CC=2)=CC=1. (7) Given the product [CH2:1]1[O:8][C:6](=[O:7])[CH2:5][O:4][C:2]1=[O:3].[C:15]1(=[O:22])[O:21][CH2:20][CH2:19][CH2:18][CH2:17][CH2:16]1, predict the reactants needed to synthesize it. The reactants are: [CH2:1]1[O:8][C:6](=[O:7])[CH2:5][O:4][C:2]1=[O:3].C[C@H](O)C(O)=O.[C:15]1(=[O:22])[O:21][CH2:20][CH2:19][CH2:18][CH2:17][CH2:16]1.CCCCC(C([O-])=O)CC.CCCCC(C([O-])=O)CC.[Sn+2].